From a dataset of Peptide-MHC class II binding affinity with 134,281 pairs from IEDB. Regression. Given a peptide amino acid sequence and an MHC pseudo amino acid sequence, predict their binding affinity value. This is MHC class II binding data. The peptide sequence is SARLRLLRDRLVEGV. The MHC is DRB1_0405 with pseudo-sequence DRB1_0405. The binding affinity (normalized) is 0.595.